Dataset: Peptide-MHC class I binding affinity with 185,985 pairs from IEDB/IMGT. Task: Regression. Given a peptide amino acid sequence and an MHC pseudo amino acid sequence, predict their binding affinity value. This is MHC class I binding data. (1) The MHC is HLA-B08:03 with pseudo-sequence HLA-B08:03. The peptide sequence is KQWGWFALL. The binding affinity (normalized) is 0.0847. (2) The peptide sequence is KAGQYVTIW. The MHC is HLA-B58:02 with pseudo-sequence HLA-B58:02. The binding affinity (normalized) is 0.0968. (3) The peptide sequence is KLVDFRELNK. The MHC is HLA-B08:01 with pseudo-sequence HLA-B08:01. The binding affinity (normalized) is 0. (4) The peptide sequence is NFWLNTLLF. The MHC is HLA-B15:01 with pseudo-sequence HLA-B15:01. The binding affinity (normalized) is 0.0847.